This data is from Full USPTO retrosynthesis dataset with 1.9M reactions from patents (1976-2016). The task is: Predict the reactants needed to synthesize the given product. (1) Given the product [NH2:23][C:10]1[CH:11]=[C:12]2[C:17](=[CH:18][C:9]=1[O:8][CH2:1][C:2]1[CH:3]=[CH:4][CH:5]=[CH:6][CH:7]=1)[CH2:16][CH:15]([O:19][C:20](=[O:22])[CH3:21])[CH2:14][CH2:13]2, predict the reactants needed to synthesize it. The reactants are: [CH2:1]([O:8][C:9]1[CH:18]=[C:17]2[C:12]([CH2:13][CH2:14][CH:15]([O:19][C:20](=[O:22])[CH3:21])[CH2:16]2)=[CH:11][C:10]=1[N+:23]([O-])=O)[C:2]1[CH:7]=[CH:6][CH:5]=[CH:4][CH:3]=1. (2) Given the product [NH2:34][C@@H:25]1[C@H:24]([NH:23][C:18]2[N:17]=[CH:16][C:15]3[C:20](=[CH:21][CH:22]=[C:13]([C:3]4[C:4]([Cl:12])=[C:5]([O:10][CH3:11])[CH:6]=[C:7]([O:8][CH3:9])[C:2]=4[Cl:1])[CH:14]=3)[N:19]=2)[CH2:28][C@@H:27]([C:29]([N:30]([CH3:32])[CH3:31])=[O:33])[CH2:26]1, predict the reactants needed to synthesize it. The reactants are: [Cl:1][C:2]1[C:7]([O:8][CH3:9])=[CH:6][C:5]([O:10][CH3:11])=[C:4]([Cl:12])[C:3]=1[C:13]1[CH:14]=[C:15]2[C:20](=[CH:21][CH:22]=1)[N:19]=[C:18]([NH:23][C@@H:24]1[CH2:28][C@H:27]([C:29](=[O:33])[N:30]([CH3:32])[CH3:31])[CH2:26][C@@H:25]1[NH:34]C(=O)OC(C)(C)C)[N:17]=[CH:16]2.Cl. (3) Given the product [Cl:24][C:11]1[N:12]=[C:13]([C:15]([F:18])([F:17])[F:16])[CH:14]=[C:9]([C:6]2[CH:7]=[N:8][C:3]([C:2]([F:21])([F:20])[F:1])=[CH:4][CH:5]=2)[N:10]=1, predict the reactants needed to synthesize it. The reactants are: [F:1][C:2]([F:21])([F:20])[C:3]1[N:8]=[CH:7][C:6]([C:9]2[CH:14]=[C:13]([C:15]([F:18])([F:17])[F:16])[NH:12][C:11](=O)[N:10]=2)=[CH:5][CH:4]=1.O=P(Cl)(Cl)[Cl:24]. (4) Given the product [CH2:36]([N:3]([CH2:1][CH3:2])[CH2:4][CH2:5][N:6]1[CH:10]=[C:9]([C@@H:11]2[CH2:15][CH2:14][C@:13]([C:28]3[CH:33]=[CH:32][CH:31]=[C:30]([F:34])[C:29]=3[CH3:35])([C:16]([OH:18])=[O:17])[CH2:12]2)[CH:8]=[N:7]1)[CH3:37], predict the reactants needed to synthesize it. The reactants are: [CH2:1]([N:3]([CH2:36][CH3:37])[CH2:4][CH2:5][N:6]1[CH:10]=[C:9]([C:11]2[CH2:15][CH2:14][C@:13]([C:28]3[CH:33]=[CH:32][CH:31]=[C:30]([F:34])[C:29]=3[CH3:35])([C:16]([O:18]CC3C=CC(OC)=CC=3)=[O:17])[CH:12]=2)[CH:8]=[N:7]1)[CH3:2].C([O-])=O.[NH4+]. (5) Given the product [F:17][C:16]([F:19])([F:18])[C:15]([NH:14][C:12]1[CH:11]=[CH:10][C:9]([S:21](=[O:23])(=[O:22])[NH:25][C:26]2[CH:27]=[CH:28][C:29]3[CH2:33][O:32][B:31]([OH:34])[C:30]=3[CH:35]=2)=[C:8](/[CH:7]=[C:6]2\[C:2](=[O:1])[O:3][CH2:4][CH2:5]\2)[CH:13]=1)=[O:20], predict the reactants needed to synthesize it. The reactants are: [O:1]=[C:2]1[O:3][CH2:4][CH2:5]/[C:6]/1=[CH:7]/[C:8]1[CH:13]=[C:12]([NH:14][C:15](=[O:20])[C:16]([F:19])([F:18])[F:17])[CH:11]=[CH:10][C:9]=1[S:21](Cl)(=[O:23])=[O:22].[NH2:25][C:26]1[CH:27]=[CH:28][C:29]2[CH2:33][O:32][B:31]([OH:34])[C:30]=2[CH:35]=1.N1C=CC=CC=1. (6) Given the product [Br:8][C:3]1[CH:4]=[CH:5][C:6]([O:7][CH2:10][C:11]#[N:12])=[CH:1][CH:2]=1, predict the reactants needed to synthesize it. The reactants are: [CH:1]1[C:6]([OH:7])=[CH:5][CH:4]=[C:3]([Br:8])[CH:2]=1.Br[CH2:10][C:11]#[N:12].C([O-])([O-])=O.[Cs+].[Cs+]. (7) Given the product [CH2:27]([O:34][CH2:35][C:36]1[C@H:37]([OH:41])[CH2:38][C@H:39]([C:16]2[N:24]3[C:19]([C:20]([S:25][CH3:26])=[N:21][CH:22]=[N:23]3)=[CH:18][CH:17]=2)[CH:40]=1)[C:28]1[CH:33]=[CH:32][CH:31]=[CH:30][CH:29]=1, predict the reactants needed to synthesize it. The reactants are: C1(C(N)C2CCCCC2)CCCCC1.Br[C:16]1[N:24]2[C:19]([C:20]([S:25][CH3:26])=[N:21][CH:22]=[N:23]2)=[CH:18][CH:17]=1.[CH2:27]([O:34][CH2:35][C@@H:36]1[CH:40]=[CH:39][CH2:38][C@H:37]1[OH:41])[C:28]1[CH:33]=[CH:32][CH:31]=[CH:30][CH:29]=1. (8) Given the product [Br:1][C:2]1[C:7]2=[N:8][C:9]([C:12]([N:15]3[CH2:19][CH2:18][CH:17]([OH:20])[CH2:16]3)=[O:14])=[CH:10][N:11]=[C:6]2[CH:5]=[N:4][CH:3]=1, predict the reactants needed to synthesize it. The reactants are: [Br:1][C:2]1[C:7]2=[N:8][C:9]([C:12]([OH:14])=O)=[CH:10][N:11]=[C:6]2[CH:5]=[N:4][CH:3]=1.[NH:15]1[CH2:19][CH2:18][CH:17]([OH:20])[CH2:16]1.C(N(CC)CC)C.F[P-](F)(F)(F)(F)F.C[N+](C)=C(N(C)C)O. (9) Given the product [F:36][C:30]1[C:29]([C:17]2[C:16]3[CH2:15][CH2:14][CH2:13][CH2:12][C:11]=3[N:10]=[C:9]([O:8][CH2:7][C:2]3[CH:3]=[CH:4][CH:5]=[CH:6][N:1]=3)[CH:18]=2)=[CH:34][C:33]([CH3:35])=[CH:32][N:31]=1, predict the reactants needed to synthesize it. The reactants are: [N:1]1[CH:6]=[CH:5][CH:4]=[CH:3][C:2]=1[CH2:7][O:8][C:9]1[CH:18]=[C:17](B2OC(C)(C)C(C)(C)O2)[C:16]2[CH2:15][CH2:14][CH2:13][CH2:12][C:11]=2[N:10]=1.Br[C:29]1[C:30]([F:36])=[N:31][CH:32]=[C:33]([CH3:35])[CH:34]=1.ClCl.C(=O)([O-])[O-].[K+].[K+]. (10) Given the product [CH:25]([C:27]1[CH:35]=[CH:34][C:30]([C:31]([NH:9][C:8]2[CH:10]=[CH:11][C:5]([O:4][CH2:3][C:2]([F:15])([F:1])[CH:12]([F:13])[F:14])=[CH:6][CH:7]=2)=[O:32])=[CH:29][CH:28]=1)=[O:26], predict the reactants needed to synthesize it. The reactants are: [F:1][C:2]([F:15])([CH:12]([F:14])[F:13])[CH2:3][O:4][C:5]1[CH:11]=[CH:10][C:8]([NH2:9])=[CH:7][CH:6]=1.C(N(CC)C(C)C)(C)C.[CH:25]([C:27]1[CH:35]=[CH:34][C:30]([C:31](Cl)=[O:32])=[CH:29][CH:28]=1)=[O:26].C(=O)([O-])O.[Na+].